This data is from Catalyst prediction with 721,799 reactions and 888 catalyst types from USPTO. The task is: Predict which catalyst facilitates the given reaction. (1) Reactant: [OH:1][C:2]1[C:9]([O:10][C:11]([F:14])([F:13])[F:12])=[CH:8][CH:7]=[CH:6][C:3]=1[CH:4]=[O:5].C([O-])([O-])=O.[K+].[K+].Br[CH2:22][CH2:23][CH3:24]. Product: [CH2:22]([O:1][C:2]1[C:9]([O:10][C:11]([F:12])([F:13])[F:14])=[CH:8][CH:7]=[CH:6][C:3]=1[CH:4]=[O:5])[CH2:23][CH3:24]. The catalyst class is: 3. (2) Reactant: [N:1]1([C:6]2[CH:12]=[CH:11][C:9]([NH2:10])=[CH:8][CH:7]=2)[CH:5]=[CH:4][CH:3]=[N:2]1.N1C=CC=CC=1.Cl[C:20]([O:22][CH2:23][C:24]([Cl:27])([Cl:26])[Cl:25])=[O:21]. Product: [N:1]1([C:6]2[CH:7]=[CH:8][C:9]([NH:10][C:20](=[O:21])[O:22][CH2:23][C:24]([Cl:27])([Cl:26])[Cl:25])=[CH:11][CH:12]=2)[CH:5]=[CH:4][CH:3]=[N:2]1. The catalyst class is: 80. (3) Reactant: [C:1]1([C@H:7]2[CH2:11][CH2:10][CH2:9][C@H:8]2[NH2:12])[CH:6]=[CH:5][CH:4]=[CH:3][CH:2]=1.C1CCN2C(=NCCC2)CC1.[CH:24]([S:27](Cl)(=[O:29])=[O:28])([CH3:26])[CH3:25]. Product: [CH3:25][CH:24]([S:27]([NH:12][CH:8]1[CH2:9][CH2:10][CH2:11][CH:7]1[C:1]1[CH:6]=[CH:5][CH:4]=[CH:3][CH:2]=1)(=[O:29])=[O:28])[CH3:26]. The catalyst class is: 2. (4) Reactant: Cl.[F:2][C:3]([F:34])([F:33])[C:4]1[CH:5]=[C:6]([CH2:14][O:15][C@@H:16]2[CH2:22][CH2:21][C@@H:20]3[N:23]([CH2:24][CH2:25][OH:26])[C@@:17]2([C:27]2[CH:32]=[CH:31][CH:30]=[CH:29][CH:28]=2)[CH2:18][CH2:19]3)[CH:7]=[C:8]([C:10]([F:13])([F:12])[F:11])[CH:9]=1.C(N(CC)CC)C.[CH3:42][S:43](Cl)(=[O:45])=[O:44]. Product: [F:13][C:10]([F:11])([F:12])[C:8]1[CH:7]=[C:6]([CH2:14][O:15][C@@H:16]2[CH2:22][CH2:21][C@@H:20]3[N:23]([CH2:24][CH2:25][O:26][S:43]([CH3:42])(=[O:45])=[O:44])[C@@:17]2([C:27]2[CH:28]=[CH:29][CH:30]=[CH:31][CH:32]=2)[CH2:18][CH2:19]3)[CH:5]=[C:4]([C:3]([F:33])([F:2])[F:34])[CH:9]=1. The catalyst class is: 4. (5) Reactant: [CH:1]([N:3]1[C:11]2[C:6](=[CH:7][CH:8]=[C:9]([C:12](O)=[O:13])[CH:10]=2)C=C1)=O.[CH:15]([N:18]1[CH2:23][CH2:22][NH:21][CH2:20][CH2:19]1)([CH3:17])[CH3:16].C1C=CC2N([OH:33])N=NC=2C=1.[CH2:34](Cl)[CH2:35]Cl. Product: [CH:15]([N:18]1[CH2:23][CH2:22][N:21]([C:12]([C:9]2[CH:10]=[C:11]3[C:6]([C:34]([CH:35]=[O:33])=[CH:1][NH:3]3)=[CH:7][CH:8]=2)=[O:13])[CH2:20][CH2:19]1)([CH3:17])[CH3:16]. The catalyst class is: 3. (6) The catalyst class is: 3. Product: [F:1][C:2]1[CH:11]=[C:10]2[C:5]([CH:6]=[C:7]([CH2:19][CH2:20][CH3:21])[C:8]([C:13]3[CH:18]=[CH:17][CH:16]=[CH:15][CH:14]=3)=[C:9]2[O:12][C:25]2[CH:32]=[CH:31][C:28]([CH:29]=[O:30])=[CH:27][CH:26]=2)=[CH:4][C:3]=1[O:22][CH3:23]. Reactant: [F:1][C:2]1[CH:11]=[C:10]2[C:5]([CH:6]=[C:7]([CH2:19][CH2:20][CH3:21])[C:8]([C:13]3[CH:18]=[CH:17][CH:16]=[CH:15][CH:14]=3)=[C:9]2[OH:12])=[CH:4][C:3]=1[O:22][CH3:23].F[C:25]1[CH:32]=[CH:31][C:28]([CH:29]=[O:30])=[CH:27][CH:26]=1.C([O-])([O-])=O.[Cs+].[Cs+].O. (7) Reactant: [NH2:1][C:2]1[CH:31]=[CH:30][C:5]([C:6]([N:8]([C:10]2[CH:15]=[C:14]([C:16]3[C:17]([O:22][CH3:23])=[N:18][CH:19]=[CH:20][CH:21]=3)[CH:13]=[C:12]([C:24]([CH3:27])([CH3:26])[CH3:25])[C:11]=2[O:28][CH3:29])[CH3:9])=[O:7])=[CH:4][CH:3]=1.[CH3:32][S:33](Cl)(=[O:35])=[O:34]. Product: [C:24]([C:12]1[C:11]([O:28][CH3:29])=[C:10]([N:8]([CH3:9])[C:6](=[O:7])[C:5]2[CH:30]=[CH:31][C:2]([NH:1][S:33]([CH3:32])(=[O:35])=[O:34])=[CH:3][CH:4]=2)[CH:15]=[C:14]([C:16]2[C:17]([O:22][CH3:23])=[N:18][CH:19]=[CH:20][CH:21]=2)[CH:13]=1)([CH3:25])([CH3:26])[CH3:27]. The catalyst class is: 436.